From a dataset of Drug-target binding data from BindingDB using IC50 measurements. Regression. Given a target protein amino acid sequence and a drug SMILES string, predict the binding affinity score between them. We predict pIC50 (pIC50 = -log10(IC50 in M); higher means more potent). Dataset: bindingdb_ic50. (1) The drug is N#Cc1ccc2cc3c(=O)[nH]c(=O)nc-3n(-c3cccc(-n4cnnn4)c3)c2c1. The target protein sequence is MASGSSSDAAEPAGPAGRAASAPEAAQAEEDRVKRRRLQCLGFALVGGCDPTMVPSVLRENDWQTQKALSAYFELPENDQGWPRQPPTSFKSEAYVDLTNEDANDTTILEASPSGTPLEDSSTISFITWNIDGLDGCNLPERARGVCSCLALYSPDVVFLQEVIPPYCAYLKKRAASYTIITGNEEGYFTAILLKKGRVKFKSQEIIPFPNTKMMRNLLCVNVSLGGNEFCLMTSHLESTREHSAERIRQLKTVLGKMQEAPDSTTVIFAGDTNLRDREVTRCGGLPDNVFDAWEFLGKPKHCQYTWDTKANNNLRITAACKHRFDRIFFRAEEGHLIPQSLDLVGLEKLDCGRFPSDHWGLLCTLNVVL. The pIC50 is 5.9. (2) The compound is CCOC(=O)COc1cccc(C)c1. The target protein (Q10283) has sequence MIYKLAARYPIQVIAIVGILVSMAYFSFLEALTQEDFPVLIRALKRFGILDGFPNTRLPNEMILKLSSVQGEDASVWEQIPAAELGGEGFVDFDITQWYYPANAKVDVAQLVEPYRNDCIFHDASGACHFFFKEVGNWTVSSIALPSNLANPPIDYFLDSSSTVIQRILPAIREHGISWSWLLQLIARTWMNTLKIASQASKTELLIVGTAYACMLISIVSLYLKMRRLGSKFWLFFSVLLSTLFSVQFAMTLVRASGVRISLVSLIESLPFLINVVALDKAAELTRQVITRCSVSDSHSPMHEDIAKACRNAAPPILRHFSFGIVVLAIFSYCNFGIKQFFLFAAVMIYDLLLLFSFFVAILTLKLEMRRYNAKDDVRKVLIEEGLSESTARHVADGNDSSATTSAGSRYFKVRYGTKIILFIFIAFNLFELCSIPFKHYAATSAAAARLIPLVRSQYPDFKSQRLLDDGVFDDVLSAISSMSNIESPSVRLLPAVFYG.... The pIC50 is 3.7. (3) The drug is CCCCN(CC(=O)NCC(=O)N(CCCCN)CC(=O)N[C@H](Cc1ccccc1)C(=O)N(CCCNC(=N)N)CC(=O)N(CC(=O)NCC(N)=O)Cc1c[nH]c2ccccc12)C(C)=O. The target protein (P41149) has sequence MNSSSTLTVLNLTLNASEDGILGSNVKNKSLACEEMGIAVEVFLTLGLVSLLENILVIGAIVKNKNLHSPMYFFVGSLAVADMLVSMSNAWETVTIYLLNNKHLVIADTFVRHIDNVFDSMICISVVASMCSLLAIAVDRYITIFYALRYHHIMTARRSGVIIACIWTFCISCGIVFIIYYESKYVIICLISMFFTMLFFMVSLYIHMFLLARNHVKRIAASPRYNSVRQRTSMKGAITLTMLLGIFIVCWSPFFLHLILMISCPQNVYCSCFMSYFNMYLILIMCNSVIDPLIYALRSQEMRRTFKEIVCCHGFRRPCRLLGGY. The pIC50 is 5.4. (4) The small molecule is C[C@]12CC[C@@H]3c4ccc(O)cc4C(N=O)C[C@H]3[C@@H]1CCC2N=O. The target protein (P14061) has sequence MARTVVLITGCSSGIGLHLAVRLASDPSQSFKVYATLRDLKTQGRLWEAARALACPPGSLETLQLDVRDSKSVAAARERVTEGRVDVLVCNAGLGLLGPLEALGEDAVASVLDVNVVGTVRMLQAFLPDMKRRGSGRVLVTGSVGGLMGLPFNDVYCASKFALEGLCESLAVLLLPFGVHLSLIECGPVHTAFMEKVLGSPEEVLDRTDIHTFHRFYQYLAHSKQVFREAAQNPEEVAEVFLTALRAPKPTLRYFTTERFLPLLRMRLDDPSGSNYVTAMHREVFGDVPAKAEAGAEAGGGAGPGAEDEAGRGAVGDPELGDPPAAPQ. The pIC50 is 5.7. (5) The small molecule is COc1cc(-c2cnc3[nH]cc(-c4ccc(N)nc4)c3c2)cc(OC)c1OC. The target protein (Q80XI6) has sequence MEPLKNLFLKSPLGSWNGSGSGGGGGTGGVRPEGSPKATAAYANPVWTALFDYEPNGQDELALRKGDRVEVLSRDAAISGDEGWWAGQVGGQVGIFPSNYVSRGGGPPPCEVASFQELRLEEVIGIGGFGKVYRGSWRGELVAVKAARQDPDEDISVTAESVRQEARLFAMLAHPNIIALKAVCLEEPNLCLVMEYAAGGPLSRALAGRRVPPHVLVNWAVQIARGMHYLHCEALVPVIHRDLKSNNILLLQPIEGDDMEHKTLKITDFGLAREWHKTTQMSAAGTYAWMAPEVIKASTFSKGSDVWSFGVLLWELLTGEVPYRGIDCLAVAYGVAVNKLTLPIPSTCPEPFAQLMADCWAQDPHRRPDFASILQQLEALEAQVLREMPRDSFHSMQEGWKREIQGLFDELRAKEKELLSREEELTRAAREQRSQAEQLRRREHLLAQWELEVFERELTLLLQQVDRERPHVRRRRGTFKRSKLRARDGGERISMPLDFK.... The pIC50 is 6.9. (6) The drug is O=C(CCl)c1cc(Br)cs1. The target is XTSFAESXKPVQQPSAFGS. The pIC50 is 5.5.